Dataset: Reaction yield outcomes from USPTO patents with 853,638 reactions. Task: Predict the reaction yield, written as a fraction of the theoretical maximum amount of product (1.0 means a 100% yield; for example, 0.34 means a 34% yield). (1) The reactants are C(O[C:4](=O)[C:5]([C:10]([O:12][C:13]([CH3:16])([CH3:15])[CH3:14])=[O:11])([CH3:9])[CH2:6][O:7][NH2:8])C.[BH4-].[Li+].C1C[O:23]CC1. No catalyst specified. The product is [C:10]([C:5]([CH3:9])([CH3:4])[CH:6]([O:7][NH2:8])[OH:23])([O:12][C:13]([CH3:16])([CH3:15])[CH3:14])=[O:11]. The yield is 0.710. (2) The reactants are O[C:2]1[C:10]([NH:11][C:12](=[O:14])[CH3:13])=[CH:9][CH:8]=[C:7]2[C:3]=1[C:4](=[O:15])[CH2:5][CH2:6]2.C1(C)C=CC(S([O-])(=O)=O)=CC=1.[NH+]1C=CC=CC=1. The catalyst is C1(C)C(C)=CC=CC=1. The product is [CH3:13][C:12]1[O:14][C:2]2[C:3]3[C:4](=[O:15])[CH2:5][CH2:6][C:7]=3[CH:8]=[CH:9][C:10]=2[N:11]=1. The yield is 0.850. (3) The reactants are [Cl:1][C:2]1[C:11]2[C:6](=[CH:7][CH:8]=[CH:9][CH:10]=2)[C:5]([OH:12])=[CH:4][N:3]=1.[Si](C=[N+]=[N-])(C)(C)[CH3:14]. The catalyst is C(#N)C. The product is [Cl:1][C:2]1[C:11]2[C:6](=[CH:7][CH:8]=[CH:9][CH:10]=2)[C:5]([O:12][CH3:14])=[CH:4][N:3]=1. The yield is 0.464. (4) The reactants are [CH3:1][C:2]([C:8]1[CH:13]=[CH:12][C:11]([N+:14]([O-])=O)=[CH:10][CH:9]=1)([CH3:7])[C:3]([O:5][CH3:6])=[O:4].[H][H]. The catalyst is CO.[Pd]. The product is [NH2:14][C:11]1[CH:10]=[CH:9][C:8]([C:2]([CH3:7])([CH3:1])[C:3]([O:5][CH3:6])=[O:4])=[CH:13][CH:12]=1. The yield is 0.480. (5) The reactants are [F:1][C:2]1[CH:7]=[CH:6][C:5]([C:8]2[CH:9]=[C:10]([C:19]([O:21]C)=[O:20])[C:11](=[O:18])[N:12](CC(C)C)[N:13]=2)=[CH:4][C:3]=1C.[F:24]C1C=C(C(=O)CC(C(OCC)=O)(O)C(OCC)=O)C=CC=1F. No catalyst specified. The product is [C:19]([C:10]1[C:11](=[O:18])[NH:12][N:13]=[C:8]([C:5]2[CH:6]=[CH:7][C:2]([F:1])=[C:3]([F:24])[CH:4]=2)[CH:9]=1)([OH:21])=[O:20]. The yield is 0.889. (6) The reactants are [CH:1]1[C:6]([CH:7]=[O:8])=[CH:5][C:4]2[O:9][CH2:10][O:11][C:3]=2[CH:2]=1.[CH2:12]1[O:20][C:19]2[C:14](=[CH:15][CH:16]=[C-:17][CH:18]=2)[O:13]1.[Mg+2].[Br-]. The catalyst is ClCCl. The product is [CH2:10]1[O:11][C:3]2[CH:2]=[CH:1][C:6]([CH:7]([C:17]3[CH:16]=[CH:15][C:14]4[O:13][CH2:12][O:20][C:19]=4[CH:18]=3)[OH:8])=[CH:5][C:4]=2[O:9]1. The yield is 0.870. (7) The reactants are [CH2:1]([OH:11])[CH2:2][CH2:3][CH2:4][CH2:5][CH2:6][CH2:7][CH2:8][CH2:9][OH:10].[OH-].[Na+].S(OC)(O[CH3:18])(=O)=O. The catalyst is CS(C)=O.O. The product is [CH3:18][O:11][CH2:1][CH2:2][CH2:3][CH2:4][CH2:5][CH2:6][CH2:7][CH2:8][CH2:9][OH:10]. The yield is 0.219. (8) The reactants are [CH:1]([NH:4][C:5]([C:7]1[C:15]2[C:10](=[N:11][CH:12]=[C:13]([O:16][C:17]3[CH:18]=[C:19]4[C:23](=[CH:24][CH:25]=3)[NH:22][CH:21]=[CH:20]4)[N:14]=2)[N:9](COCC[Si](C)(C)C)[CH:8]=1)=[O:6])([CH3:3])[CH3:2].[F-].C([N+](CCCC)(CCCC)CCCC)CCC. The catalyst is C1COCC1. The product is [CH:1]([NH:4][C:5]([C:7]1[C:15]2[C:10](=[N:11][CH:12]=[C:13]([O:16][C:17]3[CH:18]=[C:19]4[C:23](=[CH:24][CH:25]=3)[NH:22][CH:21]=[CH:20]4)[N:14]=2)[NH:9][CH:8]=1)=[O:6])([CH3:3])[CH3:2]. The yield is 0.0800.